This data is from Full USPTO retrosynthesis dataset with 1.9M reactions from patents (1976-2016). The task is: Predict the reactants needed to synthesize the given product. (1) Given the product [ClH:12].[Cl:12][C:11]1[CH:7]=[C:3]([C:4]([NH2:6])=[O:5])[C:1](=[NH:2])[N:16]([CH2:17][C:18]2[CH:23]=[CH:22][CH:21]=[CH:20][C:19]=2[S:24](=[O:26])(=[O:25])[N:27]([CH3:28])[CH3:29])[CH:10]=1, predict the reactants needed to synthesize it. The reactants are: [C:1]([CH:3]([CH:7]1[C:11]([Cl:12])=[C:10](Cl)C(=O)O1)[C:4]([NH2:6])=[O:5])#[N:2].Cl.[NH2:16][CH2:17][C:18]1[CH:23]=[CH:22][CH:21]=[CH:20][C:19]=1[S:24]([N:27]([CH3:29])[CH3:28])(=[O:26])=[O:25].C(=O)([O-])[O-].[K+].[K+].[OH-].[Na+]. (2) Given the product [F:23][C:21]1([F:24])[CH2:22][N:15]([C:13]([O:12][C:8]([CH3:11])([CH3:10])[CH3:9])=[O:14])[C:16]([CH2:25][C:26]2[CH:31]=[CH:30][C:29]([C:32]3[CH:37]=[CH:36][C:35]([F:38])=[CH:34][N:33]=3)=[CH:28][CH:27]=2)([C:17]([NH:39][CH2:40][CH:41]([OH:48])[CH2:42][C:43]([CH3:47])([CH3:46])[CH2:44][CH3:45])=[O:19])[CH2:20]1, predict the reactants needed to synthesize it. The reactants are: CN1CCOCC1.[C:8]([O:12][C:13]([N:15]1[CH2:22][C:21]([F:24])([F:23])[CH2:20][C@@:16]1([CH2:25][C:26]1[CH:31]=[CH:30][C:29]([C:32]2[CH:37]=[CH:36][C:35]([F:38])=[CH:34][N:33]=2)=[CH:28][CH:27]=1)[C:17]([OH:19])=O)=[O:14])([CH3:11])([CH3:10])[CH3:9].[NH2:39][CH2:40][CH:41]([OH:48])[CH2:42][C:43]([CH3:47])([CH3:46])[CH2:44][CH3:45].Cl.CN(C)CCCN=C=NCC.OC1C2N=NNC=2C=CC=1. (3) Given the product [CH2:1]([O:3][C:4]([C:6]1[N:7]([C:16]2[CH:17]=[CH:18][C:19]([CH2:22][NH2:23])=[CH:20][CH:21]=2)[C:8]2[C:13]([C:14]=1[Cl:15])=[CH:12][CH:11]=[CH:10][CH:9]=2)=[O:5])[CH3:2], predict the reactants needed to synthesize it. The reactants are: [CH2:1]([O:3][C:4]([C:6]1[N:7]([C:16]2[CH:21]=[CH:20][C:19]([CH:22]=[N:23]O)=[CH:18][CH:17]=2)[C:8]2[C:13]([C:14]=1[Cl:15])=[CH:12][CH:11]=[CH:10][CH:9]=2)=[O:5])[CH3:2].C(O)C.Cl. (4) Given the product [Cl:1][C:2]1[C:10]2[N:9]=[C:8]3[N:11]([C:15]4[CH:20]=[CH:19][C:18]([Cl:21])=[CH:17][C:16]=4[Cl:22])[CH2:12][CH2:13][CH2:14][N:7]3[C:6]=2[C:5]([CH:23]([NH:26][C:34](=[O:36])[CH3:35])[CH2:24][CH3:25])=[CH:4][CH:3]=1, predict the reactants needed to synthesize it. The reactants are: [Cl:1][C:2]1[C:10]2[N:9]=[C:8]3[N:11]([C:15]4[CH:20]=[CH:19][C:18]([Cl:21])=[CH:17][C:16]=4[Cl:22])[CH2:12][CH2:13][CH2:14][N:7]3[C:6]=2[C:5]([CH:23]([NH2:26])[CH2:24][CH3:25])=[CH:4][CH:3]=1.C(N(CC)CC)C.[C:34](OC(=O)C)(=[O:36])[CH3:35]. (5) Given the product [Cl:25][C:19]1[CH:20]=[C:21]([Cl:24])[CH:22]=[CH:23][C:18]=1[CH2:17][NH:16][C:15]([N:13]1[CH2:12][C:11]2([N:8]([S:34]([C:31]3[CH:32]=[CH:33][C:28]([Cl:27])=[CH:29][CH:30]=3)(=[O:36])=[O:35])[CH2:9][CH2:10]2)[CH2:14]1)=[O:26], predict the reactants needed to synthesize it. The reactants are: C(OC([N:8]1[C:11]2([CH2:14][N:13]([C:15](=[O:26])[NH:16][CH2:17][C:18]3[CH:23]=[CH:22][C:21]([Cl:24])=[CH:20][C:19]=3[Cl:25])[CH2:12]2)[CH2:10][CH2:9]1)=O)(C)(C)C.[Cl:27][C:28]1[CH:33]=[CH:32][C:31]([S:34](Cl)(=[O:36])=[O:35])=[CH:30][CH:29]=1. (6) Given the product [CH3:28][C:2]1([CH3:1])[CH2:11][C:10]2[C:5](=[CH:6][CH:7]=[C:8]([C:12]([NH:33][S:30]([CH3:29])(=[O:32])=[O:31])=[O:14])[CH:9]=2)[NH:4][CH:3]1[C:15]1[CH:20]=[C:19]([N:21]2[CH2:22][CH2:23][O:24][CH2:25][CH2:26]2)[CH:18]=[C:17]([CH3:27])[CH:16]=1, predict the reactants needed to synthesize it. The reactants are: [CH3:1][C:2]1([CH3:28])[CH2:11][C:10]2[C:5](=[CH:6][CH:7]=[C:8]([C:12]([OH:14])=O)[CH:9]=2)[NH:4][CH:3]1[C:15]1[CH:20]=[C:19]([N:21]2[CH2:26][CH2:25][O:24][CH2:23][CH2:22]2)[CH:18]=[C:17]([CH3:27])[CH:16]=1.[CH3:29][S:30]([NH2:33])(=[O:32])=[O:31].